Predict which catalyst facilitates the given reaction. From a dataset of Catalyst prediction with 721,799 reactions and 888 catalyst types from USPTO. (1) Reactant: [CH2:1]([O:8][C:9]1[CH:14]=[CH:13][C:12]([CH:15]=[CH:16][C:17]([NH2:19])=O)=[CH:11][C:10]=1[O:20][CH3:21])[C:2]1[CH:7]=[CH:6][CH:5]=[CH:4][CH:3]=1.[C:22](#N)[CH3:23].O=P(Cl)(Cl)Cl.[BH4-].[Na+]. Product: [CH2:1]([O:8][C:23]1[CH:22]=[C:13]2[C:12]([CH2:15][CH2:16][NH:19][CH:17]2/[CH:16]=[CH:15]/[C:12]2[CH:13]=[CH:14][C:9]([O:8][CH2:1][C:2]3[CH:7]=[CH:6][CH:5]=[CH:4][CH:3]=3)=[C:10]([O:20][CH3:21])[CH:11]=2)=[CH:11][C:10]=1[O:20][CH3:21])[C:2]1[CH:7]=[CH:6][CH:5]=[CH:4][CH:3]=1. The catalyst class is: 14. (2) The catalyst class is: 2. Reactant: [F:1][C:2]1[C:31]([F:32])=[CH:30][CH:29]=[CH:28][C:3]=1[O:4][C:5]1[CH:10]=[CH:9][C:8]([C:11]2[C:19]3[C:14](=[N:15][CH:16]=[N:17][C:18]=3[NH2:20])[N:13]([C@@H:21]3[CH2:26][CH2:25][CH2:24][NH:23][CH2:22]3)[N:12]=2)=[C:7]([F:27])[CH:6]=1.[C:33]([C:35](=[CH:39][CH:40]([CH3:42])[CH3:41])[C:36](O)=[O:37])#[N:34].CCN(C(C)C)C(C)C. Product: [NH2:20][C:18]1[N:17]=[CH:16][N:15]=[C:14]2[N:13]([C@@H:21]3[CH2:26][CH2:25][CH2:24][N:23]([C:36]([C:35](=[CH:39][CH:40]([CH3:42])[CH3:41])[C:33]#[N:34])=[O:37])[CH2:22]3)[N:12]=[C:11]([C:8]3[CH:9]=[CH:10][C:5]([O:4][C:3]4[CH:28]=[CH:29][CH:30]=[C:31]([F:32])[C:2]=4[F:1])=[CH:6][C:7]=3[F:27])[C:19]=12. (3) The catalyst class is: 10. Product: [CH3:54][O:55][C:56]1[CH:57]=[CH:58][C:59]([CH2:60][C:61]2[N:62]=[C:63]([NH2:66])[N:64]([C:21]([C:2]3([CH3:1])[CH2:17][C:10]4([N+:18]([O-:20])=[O:19])[C:11]5[C:16]([CH:3]3[C:4]3[C:9]4=[CH:8][CH:7]=[CH:6][CH:5]=3)=[CH:15][CH:14]=[CH:13][CH:12]=5)=[O:22])[N:65]=2)=[CH:67][CH:68]=1. Reactant: [CH3:1][C:2]1([C:21](O)=[O:22])[CH2:17][C:10]2([N+:18]([O-:20])=[O:19])[C:11]3[C:16]([CH:3]1[C:4]1[C:9]2=[CH:8][CH:7]=[CH:6][CH:5]=1)=[CH:15][CH:14]=[CH:13][CH:12]=3.ON1C2C=CC=CC=2N=N1.C(N(C(C)C)C(C)C)C.CCN=C=NCCCN(C)C.[CH3:54][O:55][C:56]1[CH:68]=[CH:67][C:59]([CH2:60][C:61]2[NH:65][N:64]=[C:63]([NH2:66])[N:62]=2)=[CH:58][CH:57]=1. (4) Reactant: [NH2:1][C:2]1[CH:19]=[CH:18][C:5]2[N:6]=[C:7]([NH:9][C:10](=[O:17])[C:11]3[CH:16]=[CH:15][CH:14]=[CH:13][CH:12]=3)[S:8][C:4]=2[CH:3]=1.Cl[C:21]1[C:30]2[C:25](=[CH:26][C:27]([O:42][CH3:43])=[C:28]([O:31][CH2:32][CH2:33][CH2:34][N:35]3[CH2:40][CH2:39][N:38]([CH3:41])[CH2:37][CH2:36]3)[CH:29]=2)[N:24]=[CH:23][N:22]=1.Cl.C(=O)([O-])O.[Na+]. Product: [CH3:43][O:42][C:27]1[CH:26]=[C:25]2[C:30]([C:21]([NH:1][C:2]3[CH:19]=[CH:18][C:5]4[N:6]=[C:7]([NH:9][C:10](=[O:17])[C:11]5[CH:16]=[CH:15][CH:14]=[CH:13][CH:12]=5)[S:8][C:4]=4[CH:3]=3)=[N:22][CH:23]=[N:24]2)=[CH:29][C:28]=1[O:31][CH2:32][CH2:33][CH2:34][N:35]1[CH2:36][CH2:37][N:38]([CH3:41])[CH2:39][CH2:40]1. The catalyst class is: 51. (5) Reactant: [N+:1]([C:4]1[C:5]([C:9]([O:11][CH3:12])=[O:10])=[N:6][NH:7][CH:8]=1)([O-:3])=[O:2].C(N(CC)CC)C.[C:20](Cl)([C:33]1[CH:38]=[CH:37][CH:36]=[CH:35][CH:34]=1)([C:27]1[CH:32]=[CH:31][CH:30]=[CH:29][CH:28]=1)[C:21]1[CH:26]=[CH:25][CH:24]=[CH:23][CH:22]=1. Product: [N+:1]([C:4]1[C:5]([C:9]([O:11][CH3:12])=[O:10])=[N:6][N:7]([C:20]([C:21]2[CH:26]=[CH:25][CH:24]=[CH:23][CH:22]=2)([C:33]2[CH:34]=[CH:35][CH:36]=[CH:37][CH:38]=2)[C:27]2[CH:28]=[CH:29][CH:30]=[CH:31][CH:32]=2)[CH:8]=1)([O-:3])=[O:2]. The catalyst class is: 18. (6) Reactant: [S:1]1[C:5]2[CH:6]=[CH:7][CH:8]=[CH:9][C:4]=2[CH:3]=[C:2]1[CH:10]=[N:11][S:12]([C:15]1[CH:25]=[CH:24][C:18]2[O:19][CH2:20][CH2:21][CH2:22][O:23][C:17]=2[CH:16]=1)(=[O:14])=[O:13].O1CCCC1.Br[Mg][C:33]1[CH:38]=[CH:37][CH:36]=[CH:35][C:34]=1[O:39][CH3:40].C(=O)(O)[O-].[Na+]. Product: [S:1]1[C:5]2[CH:6]=[CH:7][CH:8]=[CH:9][C:4]=2[CH:3]=[C:2]1[CH:10]([C:33]1[CH:38]=[CH:37][CH:36]=[CH:35][C:34]=1[O:39][CH3:40])[NH:11][S:12]([C:15]1[CH:25]=[CH:24][C:18]2[O:19][CH2:20][CH2:21][CH2:22][O:23][C:17]=2[CH:16]=1)(=[O:13])=[O:14]. The catalyst class is: 698.